This data is from Reaction yield outcomes from USPTO patents with 853,638 reactions. The task is: Predict the reaction yield, written as a fraction of the theoretical maximum amount of product (1.0 means a 100% yield; for example, 0.34 means a 34% yield). (1) The reactants are O[CH:2]([C:7]1[C:16]2[C:15](=[O:17])[N:14]([CH2:18][CH2:19][CH2:20][O:21]C3CCCCO3)[C:13](=[O:28])[N:12]([CH3:29])[C:11]=2[N:10]=[CH:9][C:8]=1[O:30][C:31]1[CH:32]=[N:33][CH:34]=[C:35]([CH3:37])[CH:36]=1)[CH2:3][CH:4]([CH3:6])[CH3:5].O[Li].O. The catalyst is C(O)=O.[Zn]. The product is [OH:21][CH2:20][CH2:19][CH2:18][N:14]1[C:15](=[O:17])[C:16]2[C:7]([CH2:2][CH2:3][CH:4]([CH3:6])[CH3:5])=[C:8]([O:30][C:31]3[CH:32]=[N:33][CH:34]=[C:35]([CH3:37])[CH:36]=3)[CH:9]=[N:10][C:11]=2[N:12]([CH3:29])[C:13]1=[O:28]. The yield is 0.0700. (2) The reactants are [Li]C(CC)C.C1CCCCC1.[CH2:12]([N:14]([CH2:24][CH3:25])[C:15](=[O:23])[C:16]1[CH:21]=[CH:20][CH:19]=[CH:18][C:17]=1[Cl:22])[CH3:13].CN(CCN(C)C)C.[CH3:34][Sn:35](Cl)([CH3:37])[CH3:36]. The catalyst is C1COCC1.CCOCC. The product is [Cl:22][C:17]1[CH:18]=[CH:19][CH:20]=[C:21]([Sn:35]([CH3:37])([CH3:36])[CH3:34])[C:16]=1[C:15]([N:14]([CH2:12][CH3:13])[CH2:24][CH3:25])=[O:23]. The yield is 0.810.